From a dataset of Forward reaction prediction with 1.9M reactions from USPTO patents (1976-2016). Predict the product of the given reaction. Given the reactants [F:1][C:2]1[CH:8]=[CH:7][CH:6]=[CH:5][C:3]=1[NH2:4].[S-:9][C:10]#[N:11].[Na+].BrBr.C([O-])(O)=O.[Na+], predict the reaction product. The product is: [F:1][C:2]1[CH:8]=[C:7]([S:9][C:10]#[N:11])[CH:6]=[CH:5][C:3]=1[NH2:4].